This data is from Peptide-MHC class I binding affinity with 185,985 pairs from IEDB/IMGT. The task is: Regression. Given a peptide amino acid sequence and an MHC pseudo amino acid sequence, predict their binding affinity value. This is MHC class I binding data. (1) The binding affinity (normalized) is 0.0847. The MHC is HLA-B57:01 with pseudo-sequence HLA-B57:01. The peptide sequence is SLYPPCLFK. (2) The peptide sequence is TSNLQEQIGW. The MHC is HLA-B54:01 with pseudo-sequence HLA-B54:01. The binding affinity (normalized) is 0. (3) The peptide sequence is VLNHYTPEY. The MHC is HLA-B57:01 with pseudo-sequence HLA-B57:01. The binding affinity (normalized) is 0.0847. (4) The peptide sequence is GEGSGARLL. The MHC is HLA-A26:01 with pseudo-sequence HLA-A26:01. The binding affinity (normalized) is 0.0847.